Dataset: Forward reaction prediction with 1.9M reactions from USPTO patents (1976-2016). Task: Predict the product of the given reaction. (1) Given the reactants [Cl:1][C:2]1[C:17]2[CH2:16][CH2:15][CH2:14][C:13]=2[C:5]2[O:6][CH:7]([CH2:9][N:10]=[N+]=[N-])[CH2:8][C:4]=2[CH:3]=1, predict the reaction product. The product is: [Cl:1][C:2]1[C:17]2[CH2:16][CH2:15][CH2:14][C:13]=2[C:5]2[O:6][CH:7]([CH2:9][NH2:10])[CH2:8][C:4]=2[CH:3]=1. (2) Given the reactants C([O:5][C:6]([C:8]1[C:9]([C:14]2[CH:19]=[CH:18][C:17]([CH2:20][N:21]3[C:25]([CH2:26][NH2:27])=[C:24]([CH2:28][CH3:29])[N:23]=[C:22]3[O:30][CH2:31][CH3:32])=[C:16]([F:33])[CH:15]=2)=[CH:10][CH:11]=[CH:12][CH:13]=1)=[O:7])(C)(C)C.[C:34]([S:37][C@@H:38]([CH2:42][CH:43]([CH3:45])[CH3:44])[C:39](O)=[O:40])(=[O:36])[CH3:35].CN(C(ON1N=NC2C=CC(=CC1=2)Cl)=[N+](C)C)C.F[P-](F)(F)(F)(F)F.C([O-])(O)=O.[Na+], predict the reaction product. The product is: [C:34]([S:37][C@@H:38]([CH2:42][CH:43]([CH3:45])[CH3:44])[C:39]([NH:27][CH2:26][C:25]1[N:21]([CH2:20][C:17]2[CH:18]=[CH:19][C:14]([C:9]3[C:8]([C:6]([OH:5])=[O:7])=[CH:13][CH:12]=[CH:11][CH:10]=3)=[CH:15][C:16]=2[F:33])[C:22]([O:30][CH2:31][CH3:32])=[N:23][C:24]=1[CH2:28][CH3:29])=[O:40])(=[O:36])[CH3:35]. (3) Given the reactants Cl[CH2:2][C:3]1[N:4]=[C:5]([C:9]2[CH:14]=[CH:13][CH:12]=[CH:11][CH:10]=2)[S:6][C:7]=1[CH3:8].[OH:15][C:16]1[CH:23]=[CH:22][C:19]([CH:20]=[O:21])=[CH:18][CH:17]=1.C(=O)([O-])[O-].[K+].[K+].CN(C)C=O, predict the reaction product. The product is: [CH3:8][C:7]1[S:6][C:5]([C:9]2[CH:14]=[CH:13][CH:12]=[CH:11][CH:10]=2)=[N:4][C:3]=1[CH2:2][O:15][C:16]1[CH:23]=[CH:22][C:19]([CH:20]=[O:21])=[CH:18][CH:17]=1.